The task is: Regression. Given a peptide amino acid sequence and an MHC pseudo amino acid sequence, predict their binding affinity value. This is MHC class I binding data.. This data is from Peptide-MHC class I binding affinity with 185,985 pairs from IEDB/IMGT. (1) The peptide sequence is FSDESTGAR. The MHC is HLA-B40:01 with pseudo-sequence HLA-B40:01. The binding affinity (normalized) is 0.0847. (2) The peptide sequence is LSGIFSNP. The MHC is HLA-A02:02 with pseudo-sequence HLA-A02:02. The binding affinity (normalized) is 0.383. (3) The peptide sequence is VIEDITFLR. The MHC is HLA-A68:01 with pseudo-sequence HLA-A68:01. The binding affinity (normalized) is 0.772. (4) The peptide sequence is RWRVYLRRK. The MHC is HLA-B18:01 with pseudo-sequence HLA-B18:01. The binding affinity (normalized) is 0.0847. (5) The peptide sequence is LIPLWMAGL. The MHC is BoLA-AW10 with pseudo-sequence BoLA-AW10. The binding affinity (normalized) is 0.0641. (6) The peptide sequence is LPPVVPPLI. The MHC is HLA-B39:01 with pseudo-sequence HLA-B39:01. The binding affinity (normalized) is 0.0847. (7) The peptide sequence is NIQKITVFNK. The MHC is HLA-A03:01 with pseudo-sequence HLA-A03:01. The binding affinity (normalized) is 0.643.